Task: Predict the reactants needed to synthesize the given product.. Dataset: Full USPTO retrosynthesis dataset with 1.9M reactions from patents (1976-2016) (1) Given the product [CH3:2][CH:1]1[C:3]2([CH2:4][CH2:5][N:6]([C:9]([O:11][C:12]([CH3:14])([CH3:13])[CH3:15])=[O:10])[CH2:7][CH2:8]2)[O:21]1, predict the reactants needed to synthesize it. The reactants are: [CH:1](=[C:3]1[CH2:8][CH2:7][N:6]([C:9]([O:11][C:12]([CH3:15])([CH3:14])[CH3:13])=[O:10])[CH2:5][CH2:4]1)[CH3:2].ClC1C=C(C=CC=1)C(OO)=[O:21]. (2) Given the product [ClH:1].[Cl:1][C:2]1[CH:10]=[CH:9][C:8]([S:11][CH3:12])=[CH:7][C:3]=1[NH2:15], predict the reactants needed to synthesize it. The reactants are: [Cl:1][C:2]1[CH:10]=[CH:9][C:8]([S:11][CH3:12])=[CH:7][C:3]=1C(O)=O.C([N:15](CC)CC)C.C1(P(N=[N+]=[N-])(C2C=CC=CC=2)=O)C=CC=CC=1.FC(F)(F)C(O)=O. (3) Given the product [Cl:16][C:17]1[CH:25]=[CH:24][C:20]([C:21]([NH:15][C:13]2[N:14]=[C:10]3[CH:9]=[CH:8][CH:7]=[C:6]([C:3]4[CH:4]=[CH:5][O:1][CH:2]=4)[N:11]3[N:12]=2)=[O:22])=[CH:19][N:18]=1, predict the reactants needed to synthesize it. The reactants are: [O:1]1[CH:5]=[CH:4][C:3]([C:6]2[N:11]3[N:12]=[C:13]([NH2:15])[N:14]=[C:10]3[CH:9]=[CH:8][CH:7]=2)=[CH:2]1.[Cl:16][C:17]1[CH:25]=[CH:24][C:20]([C:21](Cl)=[O:22])=[CH:19][N:18]=1. (4) The reactants are: [OH:1][CH2:2][C@@H:3]1[O:7][C:6](=[O:8])[CH2:5][CH2:4]1.[H-].[Na+].[CH2:11](Br)[C:12]1[CH:17]=[CH:16][CH:15]=[CH:14][CH:13]=1. Given the product [CH2:11]([O:1][CH2:2][C@@H:3]1[O:7][C:6](=[O:8])[CH2:5][CH2:4]1)[C:12]1[CH:17]=[CH:16][CH:15]=[CH:14][CH:13]=1, predict the reactants needed to synthesize it. (5) Given the product [C:13]([O:17][C:18](=[O:38])[NH:19][C:20]([CH3:36])([CH3:37])[CH2:21][CH2:22][N:23]1[C:24]2[CH:29]=[CH:28][CH:27]=[CH:26][C:25]=2[C:30]([CH2:31][CH3:32])([CH2:34][CH3:35])[O:33][C:2]1=[O:4])([CH3:15])([CH3:14])[CH3:16], predict the reactants needed to synthesize it. The reactants are: Cl[C:2](Cl)([O:4]C(=O)OC(Cl)(Cl)Cl)Cl.[C:13]([O:17][C:18](=[O:38])[NH:19][C:20]([CH3:37])([CH3:36])[CH2:21][CH2:22][NH:23][C:24]1[CH:29]=[CH:28][CH:27]=[CH:26][C:25]=1[C:30]([CH2:34][CH3:35])([OH:33])[CH2:31][CH3:32])([CH3:16])([CH3:15])[CH3:14].C(N(CC)CC)C.